This data is from Full USPTO retrosynthesis dataset with 1.9M reactions from patents (1976-2016). The task is: Predict the reactants needed to synthesize the given product. (1) Given the product [NH:68]1[C:69]([C:70]2[CH:71]=[C:72]([NH:76][C:28]([CH:9]3[CH:8]([C:4]4[CH:5]=[CH:6][CH:7]=[C:2]([Cl:1])[C:3]=4[F:31])[C:12]([C:15]4[CH:20]=[CH:19][C:18]([Cl:21])=[CH:17][C:16]=4[F:22])([C:13]#[N:14])[CH:11]([CH2:23][C:24]([CH3:27])([CH3:26])[CH3:25])[NH:10]3)=[O:29])[CH:73]=[CH:74][CH:75]=2)=[N:65][N:66]=[N:67]1, predict the reactants needed to synthesize it. The reactants are: [Cl:1][C:2]1[C:3]([F:31])=[C:4]([CH:8]2[C:12]([C:15]3[CH:20]=[CH:19][C:18]([Cl:21])=[CH:17][C:16]=3[F:22])([C:13]#[N:14])[CH:11]([CH2:23][C:24]([CH3:27])([CH3:26])[CH3:25])[NH:10][CH:9]2[C:28](O)=[O:29])[CH:5]=[CH:6][CH:7]=1.CN(C(ON1N=NC2C=CC=NC1=2)=[N+](C)C)C.F[P-](F)(F)(F)(F)F.CCN(C(C)C)C(C)C.[NH:65]1[C:69]([C:70]2[CH:71]=[C:72]([NH2:76])[CH:73]=[CH:74][CH:75]=2)=[N:68][N:67]=[N:66]1. (2) Given the product [CH3:114][CH2:115][CH2:1][CH2:2][CH2:3][CH2:4][CH2:5][CH2:6][CH2:7][CH2:8][CH2:9][CH2:10][CH2:11][CH2:12][CH2:13][CH2:14][CH2:15][CH2:16][CH2:17][CH2:18][CH2:19][CH2:20][CH2:21][CH2:22][CH2:23][C:24]([NH:26][C@H:27]([C@H:30]([OH:46])/[CH:31]=[CH:32]/[CH2:33][CH2:34][CH2:35][CH2:36][CH2:37][CH2:38][CH2:39][CH2:40][CH2:41][CH2:42][CH2:43][CH2:44][CH3:45])[CH2:28][O:29][C@@H:75]1[O:80][C@H:79]([CH2:81][OH:82])[C@@H:78]([OH:83])[CH:77]([OH:95])[CH:76]1[OH:96])=[O:25].[CH3:5][CH2:6][CH2:7][CH2:8][CH2:9][CH2:10][CH2:11][CH2:12][CH2:13][CH2:14][CH2:15][CH2:16][CH2:17][CH2:18][CH2:19][CH2:20][CH2:21][CH2:22][CH2:23][C:24]([NH:26][C@H:27]([C@H:30]([OH:46])/[CH:31]=[CH:32]/[CH2:33][CH2:34][CH2:35][CH2:36][CH2:37][CH2:38][CH2:39][CH2:40][CH2:41][CH2:42][CH2:43][CH2:44][CH3:45])[CH2:28][O:29][C@@H:75]1[O:80][CH:79]([CH2:81][OH:82])[C@@H:78]([O:83][C@@H:84]2[O:89][CH:88]([CH2:90][OH:91])[C@H:87]([OH:92])[C@H:86]([OH:93])[CH:85]2[OH:94])[C@H:77]([OH:95])[CH:76]1[OH:96])=[O:25], predict the reactants needed to synthesize it. The reactants are: [CH3:1][CH2:2][CH2:3][CH2:4][CH2:5][CH2:6][CH2:7][CH2:8][CH2:9][CH2:10][CH2:11][CH2:12][CH2:13][CH2:14][CH2:15][CH2:16][CH2:17][CH2:18][CH2:19][CH2:20][CH2:21][CH2:22][CH2:23][C:24]([NH:26][C@H:27]([C@H:30]([OH:46])[CH2:31][CH2:32][CH2:33][CH2:34][CH2:35][CH2:36][CH2:37][CH2:38][CH2:39][CH2:40][CH2:41][CH2:42][CH2:43][CH2:44][CH3:45])[CH2:28][OH:29])=[O:25].CCCCCCCCCCCCCCCCCCCCCCC(N[C@H]([C@H](O)/C=C/CCCCCCCCCCCCC)CO[CH:75]1[O:80][CH:79]([CH2:81][OH:82])[CH:78]([O:83][CH:84]2[O:89][CH:88]([CH2:90][OH:91])[CH:87]([OH:92])[CH:86]([OH:93])[CH:85]2[OH:94])[CH:77]([OH:95])[CH:76]1[OH:96])=O.[CH3:114][CH2:115]CCCCCCCCCCCCCCCCCCCCCCCC(N[C@H]([C@H](O)/C=C/CCCCCCCCCCCCC)CO[C@@H]1O[C@H](CO)[C@@H](O)C(O)C1O)=O.CCCCCCCCCCCCCCCCCCCCCC(N[C@H]([C@H](O)/C=C/CCCCCCCCCCCCC)CO[C@@H]1OC(CO)[C@@H](O[C@@H]2OC(CO)[C@H](O)[C@H](O)C2O)[C@H](O)C1O)=O.CCCCCCCCCCCCCCCCCCCCCCCC(N[C@H]([C@H](O)CCCCCCCCCCCCCCC)CO)=O.CCCCCCCCCCCCC/C=C/[C@@H](O)[C@@H](NC=O)CO.CCCCCCCCCCCCCCCCCCCCCCCC(N[C@H]([C@H](O)CCCCCCCCCCCCCCC)CO)=O.CCCCCCCCCCCCCCCCCC(N[C@H]([C@H](O)/C=C/CCCCCCCCCCCCC)CO)=O.CCCCCCCCCCCCCCCCCCCCCCCC(N[C@H]([C@H](O)CCCCCCCCCCCCCCC)CO)=O.CCCCCCCCCCCCCCCCCCCCCC(N[C@H]([C@H](O)/C=C/CCCCCCCCCCCCC)CO)=O.CCCCCCCCCCCCCCCCCCCCCC(N[C@H]([C@H](O)CCCCCCCCCCCCCCC)CO)=O.CCCCCCCCCCCCCCCCCCCCCCCC(N[C@H]([C@H](O)CCCCCCCCCCCCCCC)CO)=O.CCCCCCCCCCCCCCCCCCCCCCCC(N[C@H]([C@H](O)/C=C/CCCCCCCCCCCCC)CO[C@@H]1OC(CO)[C@@H](O[C@@H]2OC(CO)[C@H](O)[C@H](O)C2O)[C@H](O)C1O)=O. (3) Given the product [Br:6]/[CH:7]=[CH:8]\[N:9](/[CH:16]=[CH:17]\[Br:18])[C:10]1[CH:15]=[CH:14][CH:13]=[CH:12][N:11]=1, predict the reactants needed to synthesize it. The reactants are: C([Li])CCC.[Br:6][C:7](Br)=[CH:8][N:9]([CH:16]=[C:17](Br)[Br:18])[C:10]1[CH:15]=[CH:14][CH:13]=[CH:12][N:11]=1.C(O)(=O)C.Cl. (4) Given the product [Cl:1][C:2]1[N:7]=[C:6]([C:8]2[CH:9]=[C:10]([CH:15]=[CH:16][CH:17]=2)[CH2:11][N:12]([CH2:13][CH3:14])[CH2:24][C:20]2[CH:19]=[N:18][CH:23]=[CH:22][CH:21]=2)[CH:5]=[CH:4][N:3]=1, predict the reactants needed to synthesize it. The reactants are: [Cl:1][C:2]1[N:7]=[C:6]([C:8]2[CH:9]=[C:10]([CH:15]=[CH:16][CH:17]=2)[CH2:11][NH:12][CH2:13][CH3:14])[CH:5]=[CH:4][N:3]=1.[N:18]1[CH:23]=[CH:22][CH:21]=[C:20]([CH:24]=O)[CH:19]=1.